This data is from Reaction yield outcomes from USPTO patents with 853,638 reactions. The task is: Predict the reaction yield, written as a fraction of the theoretical maximum amount of product (1.0 means a 100% yield; for example, 0.34 means a 34% yield). (1) The reactants are C([O:3][C:4](=O)[C:5]1[CH:10]=[C:9]([O:11][CH2:12][CH3:13])[C:8]([NH2:14])=[C:7]([O:15][CH2:16][CH3:17])[CH:6]=1)C.[H-].C([Al+]CC(C)C)C(C)C. The catalyst is ClCCl. The product is [NH2:14][C:8]1[C:7]([O:15][CH2:16][CH3:17])=[CH:6][C:5]([CH2:4][OH:3])=[CH:10][C:9]=1[O:11][CH2:12][CH3:13]. The yield is 0.470. (2) The yield is 0.390. The product is [Cl:24][C:25]1[C:26]([OH:36])=[C:27]([S:32]([N:15]([CH2:14][C:10]2[CH:9]=[C:8]([C:5]3[CH:6]=[CH:7][C:2]([Cl:1])=[CH:3][CH:4]=3)[CH:13]=[CH:12][CH:11]=2)[CH2:16][C:17]2[CH:18]=[CH:19][C:20]([F:23])=[CH:21][CH:22]=2)(=[O:34])=[O:33])[CH:28]=[C:29]([Cl:31])[CH:30]=1. The catalyst is C1COCC1. The reactants are [Cl:1][C:2]1[CH:7]=[CH:6][C:5]([C:8]2[CH:13]=[CH:12][CH:11]=[C:10]([CH2:14][NH:15][CH2:16][C:17]3[CH:22]=[CH:21][C:20]([F:23])=[CH:19][CH:18]=3)[CH:9]=2)=[CH:4][CH:3]=1.[Cl:24][C:25]1[C:26]([OH:36])=[C:27]([S:32](Cl)(=[O:34])=[O:33])[CH:28]=[C:29]([Cl:31])[CH:30]=1.